Dataset: Forward reaction prediction with 1.9M reactions from USPTO patents (1976-2016). Task: Predict the product of the given reaction. (1) Given the reactants [F:1][C:2]([F:22])([F:21])[C:3]1[CH:4]=[CH:5][C:6]([CH2:13][C:14]([O:16]C(C)(C)C)=[O:15])=[C:7]2[C:12]=1[N:11]=[CH:10][CH:9]=[CH:8]2.C(O)(C(F)(F)F)=O, predict the reaction product. The product is: [F:21][C:2]([F:1])([F:22])[C:3]1[CH:4]=[CH:5][C:6]([CH2:13][C:14]([OH:16])=[O:15])=[C:7]2[C:12]=1[N:11]=[CH:10][CH:9]=[CH:8]2. (2) Given the reactants Br[C:2]1[N:6]([CH:7]([CH3:9])[CH3:8])[C:5]2[CH:10]([C:25]3[CH:30]=[CH:29][C:28]([Cl:31])=[CH:27][CH:26]=3)[N:11]([C:14]3[CH:15]=[C:16]([CH3:24])[C:17]4[N:18]([C:20]([CH3:23])=[N:21][N:22]=4)[CH:19]=3)[C:12](=[O:13])[C:4]=2[N:3]=1.[CH:32]1([B-](F)(F)F)[CH2:34][CH2:33]1.[K+].CC(OC1C=CC=C(OC(C)C)C=1C1C(P(C2CCCCC2)C2CCCCC2)=CC=CC=1)C.[O-]P([O-])([O-])=O.[K+].[K+].[K+], predict the reaction product. The product is: [Cl:31][C:28]1[CH:29]=[CH:30][C:25]([CH:10]2[C:5]3[N:6]([CH:7]([CH3:9])[CH3:8])[C:2]([CH:32]4[CH2:34][CH2:33]4)=[N:3][C:4]=3[C:12](=[O:13])[N:11]2[C:14]2[CH:15]=[C:16]([CH3:24])[C:17]3[N:18]([C:20]([CH3:23])=[N:21][N:22]=3)[CH:19]=2)=[CH:26][CH:27]=1.